This data is from Cav3 T-type calcium channel HTS with 100,875 compounds. The task is: Binary Classification. Given a drug SMILES string, predict its activity (active/inactive) in a high-throughput screening assay against a specified biological target. The drug is o1c2c(cc1C(=O)COC(=O)c1n(ccc1)C)cccc2. The result is 0 (inactive).